From a dataset of Reaction yield outcomes from USPTO patents with 853,638 reactions. Predict the reaction yield, written as a fraction of the theoretical maximum amount of product (1.0 means a 100% yield; for example, 0.34 means a 34% yield). (1) The reactants are [NH2:1][C:2]1[C:15]2[C:6](=[CH:7][C:8]3[C:9]4[C:14]=2[C:13](=[O:16])[N:12]([CH2:17][CH2:18][N:19]([CH3:21])[CH3:20])[C:11](=[O:22])[C:10]=4[CH:23]=[CH:24][CH:25]=3)[CH:5]=[CH:4][CH:3]=1.C(N(CC)CC)C.Cl[C:34]([O:36][CH2:37][CH:38]=[CH2:39])=[O:35].C(Cl)Cl.CO. The catalyst is ClCCl. The product is [CH3:21][N:19]([CH3:20])[CH2:18][CH2:17][N:12]1[C:11](=[O:22])[C:10]2[CH:23]=[CH:24][CH:25]=[C:8]3[C:9]=2[C:14](=[C:15]2[C:2]([NH:1][C:34](=[O:35])[O:36][CH2:37][CH:38]=[CH2:39])=[CH:3][CH:4]=[CH:5][C:6]2=[CH:7]3)[C:13]1=[O:16]. The yield is 0.510. (2) The reactants are [CH3:1][O:2][C:3]([C@@H:5]1[CH2:11][C@@H:10](I)[C@@H:9]2[CH2:13][C@H:6]1[C:7](=[O:14])[O:8]2)=[O:4].C[Si]([SiH]([Si](C)(C)C)[Si](C)(C)C)(C)C.N(C1(C#N)CCCCC1)=NC1(C#N)CCCCC1. The catalyst is C1(C)C=CC=CC=1. The product is [CH3:1][O:2][C:3]([C@@H:5]1[CH2:11][CH2:10][C@@H:9]2[CH2:13][C@H:6]1[C:7](=[O:14])[O:8]2)=[O:4]. The yield is 0.710.